Dataset: Peptide-MHC class I binding affinity with 185,985 pairs from IEDB/IMGT. Task: Regression. Given a peptide amino acid sequence and an MHC pseudo amino acid sequence, predict their binding affinity value. This is MHC class I binding data. (1) The peptide sequence is LLAGRSCGM. The MHC is HLA-A24:02 with pseudo-sequence HLA-A24:02. The binding affinity (normalized) is 0.0516. (2) The peptide sequence is ILGVFRRPF. The MHC is HLA-B48:01 with pseudo-sequence HLA-B48:01. The binding affinity (normalized) is 0.0847. (3) The peptide sequence is GPGHKARVL. The MHC is HLA-B81:01 with pseudo-sequence HLA-B81:01. The binding affinity (normalized) is 0.0847. (4) The peptide sequence is AFPTSCHMFIICF. The MHC is HLA-A02:03 with pseudo-sequence HLA-A02:03. The binding affinity (normalized) is 0.0551. (5) The peptide sequence is HYRALSGVF. The MHC is HLA-A01:01 with pseudo-sequence HLA-A01:01. The binding affinity (normalized) is 0.